This data is from NCI-60 drug combinations with 297,098 pairs across 59 cell lines. The task is: Regression. Given two drug SMILES strings and cell line genomic features, predict the synergy score measuring deviation from expected non-interaction effect. (1) Drug 1: CNC(=O)C1=CC=CC=C1SC2=CC3=C(C=C2)C(=NN3)C=CC4=CC=CC=N4. Drug 2: CCC(=C(C1=CC=CC=C1)C2=CC=C(C=C2)OCCN(C)C)C3=CC=CC=C3.C(C(=O)O)C(CC(=O)O)(C(=O)O)O. Cell line: OVCAR-5. Synergy scores: CSS=5.04, Synergy_ZIP=-0.295, Synergy_Bliss=3.16, Synergy_Loewe=0.637, Synergy_HSA=1.75. (2) Drug 1: CC(CN1CC(=O)NC(=O)C1)N2CC(=O)NC(=O)C2. Drug 2: CN(CCCl)CCCl.Cl. Cell line: RPMI-8226. Synergy scores: CSS=41.1, Synergy_ZIP=4.61, Synergy_Bliss=6.45, Synergy_Loewe=-6.24, Synergy_HSA=4.21. (3) Drug 1: C#CCC(CC1=CN=C2C(=N1)C(=NC(=N2)N)N)C3=CC=C(C=C3)C(=O)NC(CCC(=O)O)C(=O)O. Drug 2: CC(C)NC(=O)C1=CC=C(C=C1)CNNC.Cl. Cell line: K-562. Synergy scores: CSS=1.39, Synergy_ZIP=-1.02, Synergy_Bliss=-2.21, Synergy_Loewe=-0.436, Synergy_HSA=-2.13. (4) Drug 1: C1=C(C(=O)NC(=O)N1)F. Drug 2: CC1C(C(CC(O1)OC2CC(CC3=C2C(=C4C(=C3O)C(=O)C5=CC=CC=C5C4=O)O)(C(=O)C)O)N)O. Cell line: T-47D. Synergy scores: CSS=47.0, Synergy_ZIP=-1.53, Synergy_Bliss=-3.92, Synergy_Loewe=0.547, Synergy_HSA=1.56. (5) Drug 1: C1CCC(CC1)NC(=O)N(CCCl)N=O. Drug 2: CC1=CC=C(C=C1)C2=CC(=NN2C3=CC=C(C=C3)S(=O)(=O)N)C(F)(F)F. Cell line: BT-549. Synergy scores: CSS=13.2, Synergy_ZIP=-6.13, Synergy_Bliss=1.97, Synergy_Loewe=-5.96, Synergy_HSA=1.10. (6) Drug 1: C1=CC(=C2C(=C1NCCNCCO)C(=O)C3=C(C=CC(=C3C2=O)O)O)NCCNCCO. Drug 2: CC1CCC2CC(C(=CC=CC=CC(CC(C(=O)C(C(C(=CC(C(=O)CC(OC(=O)C3CCCCN3C(=O)C(=O)C1(O2)O)C(C)CC4CCC(C(C4)OC)O)C)C)O)OC)C)C)C)OC. Cell line: SF-295. Synergy scores: CSS=63.3, Synergy_ZIP=-13.3, Synergy_Bliss=-11.2, Synergy_Loewe=-5.26, Synergy_HSA=-3.33. (7) Drug 1: CCC1(CC2CC(C3=C(CCN(C2)C1)C4=CC=CC=C4N3)(C5=C(C=C6C(=C5)C78CCN9C7C(C=CC9)(C(C(C8N6C=O)(C(=O)OC)O)OC(=O)C)CC)OC)C(=O)OC)O.OS(=O)(=O)O. Drug 2: CC1CCC2CC(C(=CC=CC=CC(CC(C(=O)C(C(C(=CC(C(=O)CC(OC(=O)C3CCCCN3C(=O)C(=O)C1(O2)O)C(C)CC4CCC(C(C4)OC)O)C)C)O)OC)C)C)C)OC. Cell line: OVCAR-8. Synergy scores: CSS=14.7, Synergy_ZIP=-1.61, Synergy_Bliss=5.13, Synergy_Loewe=-0.849, Synergy_HSA=2.39. (8) Drug 1: CC12CCC3C(C1CCC2O)C(CC4=C3C=CC(=C4)O)CCCCCCCCCS(=O)CCCC(C(F)(F)F)(F)F. Drug 2: CN(CC1=CN=C2C(=N1)C(=NC(=N2)N)N)C3=CC=C(C=C3)C(=O)NC(CCC(=O)O)C(=O)O. Cell line: SF-268. Synergy scores: CSS=4.93, Synergy_ZIP=-9.51, Synergy_Bliss=-5.35, Synergy_Loewe=-11.8, Synergy_HSA=-4.37.